Dataset: Catalyst prediction with 721,799 reactions and 888 catalyst types from USPTO. Task: Predict which catalyst facilitates the given reaction. (1) Reactant: [CH:1]([O:4][C:5]1[CH:10]=[CH:9][C:8]([NH:11][C:12]2[CH:17]=[CH:16][N:15]3[N:18]=[CH:19][C:20]([CH:21]=O)=[C:14]3[N:13]=2)=[CH:7][CH:6]=1)([CH3:3])[CH3:2].[NH:23]1[CH2:29][C:27](=[O:28])[NH:26][C:24]1=[O:25].N1CCCCC1. Product: [CH:1]([O:4][C:5]1[CH:6]=[CH:7][C:8]([NH:11][C:12]2[CH:17]=[CH:16][N:15]3[N:18]=[CH:19][C:20]([CH:21]=[C:29]4[NH:23][C:24](=[O:25])[NH:26][C:27]4=[O:28])=[C:14]3[N:13]=2)=[CH:9][CH:10]=1)([CH3:2])[CH3:3]. The catalyst class is: 14. (2) Reactant: [Cl:1][C:2]1[CH:10]=[CH:9][C:8]2[NH:7][C:6]3[CH2:11][CH2:12][N:13]([CH3:17])[C:14]([CH3:16])([CH3:15])[C:5]=3[C:4]=2[CH:3]=1.[F:18][C:19]([F:29])([F:28])[C:20]1[CH:25]=[CH:24][C:23]([CH:26]=[CH2:27])=[CH:22][N:21]=1.[OH-].[K+]. Product: [Cl:1][C:2]1[CH:10]=[CH:9][C:8]2[N:7]([CH2:27][CH2:26][C:23]3[CH:22]=[N:21][C:20]([C:19]([F:29])([F:18])[F:28])=[CH:25][CH:24]=3)[C:6]3[CH2:11][CH2:12][N:13]([CH3:17])[C:14]([CH3:15])([CH3:16])[C:5]=3[C:4]=2[CH:3]=1. The catalyst class is: 37. (3) Reactant: N1C=CC=CC=1.[C:7]([OH:19])(=[O:18])[CH2:8][C:9]1[C:10](=[CH:14][CH:15]=[CH:16][CH:17]=1)[C:11]([OH:13])=O.[CH3:20][CH2:21][O:22]CC. Product: [C:21]([CH:8]1[C:9]2[C:10](=[CH:14][CH:15]=[CH:16][CH:17]=2)[C:11](=[O:13])[O:19][C:7]1=[O:18])(=[O:22])[CH3:20]. The catalyst class is: 152.